This data is from NCI-60 drug combinations with 297,098 pairs across 59 cell lines. The task is: Regression. Given two drug SMILES strings and cell line genomic features, predict the synergy score measuring deviation from expected non-interaction effect. (1) Drug 1: CCCS(=O)(=O)NC1=C(C(=C(C=C1)F)C(=O)C2=CNC3=C2C=C(C=N3)C4=CC=C(C=C4)Cl)F. Synergy scores: CSS=-5.08, Synergy_ZIP=1.87, Synergy_Bliss=0.641, Synergy_Loewe=-3.22, Synergy_HSA=-2.86. Cell line: MCF7. Drug 2: CN(C)C1=NC(=NC(=N1)N(C)C)N(C)C. (2) Drug 1: C1C(C(OC1N2C=NC3=C(N=C(N=C32)Cl)N)CO)O. Drug 2: COC1=C2C(=CC3=C1OC=C3)C=CC(=O)O2. Cell line: HCT-15. Synergy scores: CSS=32.3, Synergy_ZIP=1.23, Synergy_Bliss=1.70, Synergy_Loewe=-20.9, Synergy_HSA=-2.60.